From a dataset of CYP2C19 inhibition data for predicting drug metabolism from PubChem BioAssay. Regression/Classification. Given a drug SMILES string, predict its absorption, distribution, metabolism, or excretion properties. Task type varies by dataset: regression for continuous measurements (e.g., permeability, clearance, half-life) or binary classification for categorical outcomes (e.g., BBB penetration, CYP inhibition). Dataset: cyp2c19_veith. (1) The molecule is Cc1ccc(C(=O)N2CCN(c3ccc(C(F)(F)F)cn3)CC2)cc1. The result is 1 (inhibitor). (2) The drug is Cc1cc2c(c(=O)o1)C1(C(=O)N(CC(=O)O)c3ccccc31)C(C#N)=C(N)O2. The result is 0 (non-inhibitor). (3) The result is 1 (inhibitor). The compound is Cc1cc(OCCn2cc(/C(N)=N/O)c3ccccc32)ccc1Cl. (4) The molecule is CC(C/C=N/NC(=O)COc1cc(Cl)ccc1Cl)c1ccccc1. The result is 1 (inhibitor). (5) The drug is N.N.O=C(O)C1(C(=O)O)CCC1.[Pt]. The result is 1 (inhibitor). (6) The compound is O=C(Nc1ncc2c(n1)-c1ccccc1CC2)c1ccccc1. The result is 1 (inhibitor).